Dataset: Peptide-MHC class I binding affinity with 185,985 pairs from IEDB/IMGT. Task: Regression. Given a peptide amino acid sequence and an MHC pseudo amino acid sequence, predict their binding affinity value. This is MHC class I binding data. (1) The peptide sequence is LSARHASGK. The MHC is BoLA-T2a with pseudo-sequence BoLA-T2a. The binding affinity (normalized) is 0.432. (2) The peptide sequence is KLREYEAAL. The MHC is HLA-A68:02 with pseudo-sequence HLA-A68:02. The binding affinity (normalized) is 0.0540. (3) The peptide sequence is KMFHGGLRY. The MHC is HLA-A26:02 with pseudo-sequence HLA-A26:02. The binding affinity (normalized) is 0.0847. (4) The peptide sequence is MMMLPATLAF. The MHC is HLA-B35:01 with pseudo-sequence HLA-B35:01. The binding affinity (normalized) is 0.416.